This data is from Forward reaction prediction with 1.9M reactions from USPTO patents (1976-2016). The task is: Predict the product of the given reaction. (1) Given the reactants [Cl:1][C:2]1[CH:7]=[CH:6][C:5]([CH2:8][NH:9][C:10](=[O:16])[O:11][C:12]([CH3:15])([CH3:14])[CH3:13])=[C:4]([F:17])[C:3]=1[O:18][C:19]1[CH:24]=[C:23]([CH:25]=[CH2:26])[CH:22]=[C:21]([C:27]#[N:28])[CH:20]=1.[CH2:29](Cl)Cl, predict the reaction product. The product is: [Cl:1][C:2]1[CH:7]=[CH:6][C:5]([CH2:8][NH:9][C:10](=[O:16])[O:11][C:12]([CH3:15])([CH3:14])[CH3:13])=[C:4]([F:17])[C:3]=1[O:18][C:19]1[CH:24]=[C:23]([CH:25]2[CH2:29][CH2:26]2)[CH:22]=[C:21]([C:27]#[N:28])[CH:20]=1. (2) Given the reactants [F:1][C:2]([F:7])([F:6])[C:3]([OH:5])=[O:4].[F:8][C:9]([F:14])([F:13])[C:10]([OH:12])=[O:11].[F:15][C:16]([F:21])([F:20])[C:17]([OH:19])=[O:18].[Cl:22][C:23]1[CH:24]=[N:25][C:26]2[NH:27][C:28]3[CH:29]=[N:30][CH:31]=[C:32]([CH:53]=3)[CH2:33][CH2:34][C:35]3[CH:43]=[C:39]([NH:40][C:41]=1[N:42]=2)[CH:38]=[CH:37][C:36]=3[O:44][CH2:45][CH2:46][CH:47]1[CH2:52][CH2:51][NH:50][CH2:49][CH2:48]1.Cl.[C:55](Cl)(=[O:62])[C:56]1[CH:61]=[CH:60][CH:59]=[N:58][CH:57]=1, predict the reaction product. The product is: [F:1][C:2]([F:7])([F:6])[C:3]([OH:5])=[O:4].[F:8][C:9]([F:14])([F:13])[C:10]([OH:12])=[O:11].[F:15][C:16]([F:21])([F:20])[C:17]([OH:19])=[O:18].[Cl:22][C:23]1[CH:24]=[N:25][C:26]2[NH:27][C:28]3[CH:29]=[N:30][CH:31]=[C:32]([CH:53]=3)[CH2:33][CH2:34][C:35]3[CH:43]=[C:39]([NH:40][C:41]=1[N:42]=2)[CH:38]=[CH:37][C:36]=3[O:44][CH2:45][CH2:46][CH:47]1[CH2:48][CH2:49][N:50]([C:55]([C:56]2[CH:57]=[N:58][CH:59]=[CH:60][CH:61]=2)=[O:62])[CH2:51][CH2:52]1. (3) Given the reactants C[O:2][C:3](=[O:22])[C:4]1[CH:9]=[CH:8][C:7]([C:10]#[C:11][Si](C)(C)C)=[C:6]([O:16][CH2:17][CH2:18][CH2:19][O:20][CH3:21])[CH:5]=1.[OH-].[K+], predict the reaction product. The product is: [C:10]([C:7]1[CH:8]=[CH:9][C:4]([C:3]([OH:22])=[O:2])=[CH:5][C:6]=1[O:16][CH2:17][CH2:18][CH2:19][O:20][CH3:21])#[CH:11]. (4) Given the reactants [C:1]([O:4][CH2:5][CH:6]([O:25][C:26](=[O:28])[CH3:27])[C:7](=[O:24])[NH:8][C:9]1[C:14]([I:15])=[C:13]([C:16](Cl)=[O:17])[C:12]([I:19])=[C:11]([C:20]([Cl:22])=[O:21])[C:10]=1[I:23])(=[O:3])[CH3:2].[CH3:29][C:30]1([CH3:37])[O:34][CH:33]([CH2:35][NH2:36])[CH2:32][O:31]1, predict the reaction product. The product is: [C:1]([O:4][CH2:5][CH:6]([O:25][C:26](=[O:28])[CH3:27])[C:7](=[O:24])[NH:8][C:9]1[C:14]([I:15])=[C:13]([C:16](=[O:17])[NH:36][CH2:35][CH:33]2[CH2:32][O:31][C:30]([CH3:37])([CH3:29])[O:34]2)[C:12]([I:19])=[C:11]([C:20]([Cl:22])=[O:21])[C:10]=1[I:23])(=[O:3])[CH3:2].